From a dataset of Forward reaction prediction with 1.9M reactions from USPTO patents (1976-2016). Predict the product of the given reaction. (1) Given the reactants [C:1]([O:5][C:6]([C:8]1[CH:13]=[CH:12][C:11](B(O)O)=[CH:10][CH:9]=1)=[O:7])([CH3:4])([CH3:3])[CH3:2].Br[C:18]1[S:19][C:20]([CH3:32])=[C:21]([CH2:23][O:24][Si:25]([C:28]([CH3:31])([CH3:30])[CH3:29])([CH3:27])[CH3:26])[N:22]=1.C(=O)([O-])[O-].[Na+].[Na+].C(Cl)Cl, predict the reaction product. The product is: [Si:25]([O:24][CH2:23][C:21]1[N:22]=[C:18]([C:11]2[CH:12]=[CH:13][C:8]([C:6]([O:5][C:1]([CH3:4])([CH3:3])[CH3:2])=[O:7])=[CH:9][CH:10]=2)[S:19][C:20]=1[CH3:32])([C:28]([CH3:31])([CH3:30])[CH3:29])([CH3:26])[CH3:27]. (2) Given the reactants C(OC([N:8]1[CH2:13][CH2:12][CH:11]([NH:14][C:15]2[CH:20]=[CH:19][CH:18]=[CH:17][C:16]=2[O:21][CH3:22])[CH2:10][CH2:9]1)=O)(C)(C)C.Cl, predict the reaction product. The product is: [CH3:22][O:21][C:16]1[CH:17]=[CH:18][CH:19]=[CH:20][C:15]=1[NH:14][CH:11]1[CH2:12][CH2:13][NH:8][CH2:9][CH2:10]1. (3) The product is: [Br:1][C:2]1[CH:3]=[CH:4][C:5]2[O:19][CH2:18][C:8]3([C:16]4[C:11](=[CH:12][CH:13]=[CH:14][CH:15]=4)[N:10]([CH2:47][C:44]4[S:43][C:42]([Cl:41])=[CH:46][CH:45]=4)[C:9]3=[O:17])[C:6]=2[CH:7]=1. Given the reactants [Br:1][C:2]1[CH:3]=[CH:4][C:5]2[O:19][CH2:18][C:8]3([C:16]4[C:11](=[CH:12][CH:13]=[CH:14][CH:15]=4)[NH:10][C:9]3=[O:17])[C:6]=2[CH:7]=1.N1C2C(=CC=CC=2)C2(C3=CC4OCOC=4C=C3OC2)C1=O.[Cl:41][C:42]1[S:43][C:44]([CH2:47]Cl)=[CH:45][CH:46]=1.FC1C=CC(CBr)=CC=1, predict the reaction product. (4) The product is: [Cl:1][C:2]1[CH:3]=[CH:4][C:5]2[C:6]([N:7]=1)=[N:8][C:11]([C:17]1[CH:22]=[CH:21][CH:20]=[CH:19][CH:18]=1)=[C:12]([OH:13])[N:9]=2. Given the reactants [Cl:1][C:2]1[N:7]=[C:6]([NH2:8])[C:5]([NH2:9])=[CH:4][CH:3]=1.O=[C:11]([C:17]1[CH:22]=[CH:21][CH:20]=[CH:19][CH:18]=1)[C:12](OCC)=[O:13].CCN(C(C)C)C(C)C, predict the reaction product.